Predict the product of the given reaction. From a dataset of Forward reaction prediction with 1.9M reactions from USPTO patents (1976-2016). (1) Given the reactants [H][H].CO.C([O:7][C:8](=O)/[CH:9]=[CH:10]/[C:11]1[CH:20]=[CH:19][C:14]([C:15]([O:17][CH3:18])=[O:16])=[CH:13][C:12]=1[N+:21]([O-])=O)C, predict the reaction product. The product is: [O:7]=[C:8]1[CH2:9][CH2:10][C:11]2[C:12](=[CH:13][C:14]([C:15]([O:17][CH3:18])=[O:16])=[CH:19][CH:20]=2)[NH:21]1. (2) Given the reactants [NH2:1][CH:2]([CH2:5][C:6]([F:9])([F:8])[F:7])[CH2:3][OH:4].C(=O)([O-])[O-].[K+].[K+].Cl[C:17]([O:19][CH2:20][C:21]1[CH:26]=[CH:25][CH:24]=[CH:23][CH:22]=1)=[O:18], predict the reaction product. The product is: [F:7][C:6]([F:9])([F:8])[CH2:5][CH:2]([NH:1][C:17](=[O:18])[O:19][CH2:20][C:21]1[CH:26]=[CH:25][CH:24]=[CH:23][CH:22]=1)[CH2:3][OH:4]. (3) Given the reactants [N:1]([CH2:4][CH:5]1[CH2:10][CH:9]([CH2:11][N:12]=[N+]=[N-])[CH2:8][CH:7]([CH2:15][N:16]=[N+]=[N-])[CH2:6]1)=[N+]=[N-], predict the reaction product. The product is: [NH2:1][CH2:4][CH:5]1[CH2:6][CH:7]([CH2:15][NH2:16])[CH2:8][CH:9]([CH2:11][NH2:12])[CH2:10]1. (4) Given the reactants [C:1]([N:4]1[C:12]2[C:7](=[CH:8][CH:9]=[C:10]([N:13]3[C:17](=[O:18])[C:16]([CH3:20])([CH3:19])[NH:15][C:14]3=[O:21])[CH:11]=2)[C:6]([CH3:23])([CH3:22])[CH2:5]1)(=[O:3])[CH3:2].C(=O)([O-])[O-].[Cs+].[Cs+].Br.Br[CH2:32][C:33]1[CH:38]=[CH:37][N:36]=[CH:35][CH:34]=1, predict the reaction product. The product is: [C:1]([N:4]1[C:12]2[C:7](=[CH:8][CH:9]=[C:10]([N:13]3[C:17](=[O:18])[C:16]([CH3:20])([CH3:19])[N:15]([CH2:32][C:33]4[CH:38]=[CH:37][N:36]=[CH:35][CH:34]=4)[C:14]3=[O:21])[CH:11]=2)[C:6]([CH3:23])([CH3:22])[CH2:5]1)(=[O:3])[CH3:2]. (5) Given the reactants [F:1][C:2]1[CH:3]=[C:4]2[C:8](=[CH:9][CH:10]=1)[NH:7][CH:6]=[C:5]2[CH:11]=[O:12].Br[CH2:14][CH2:15][CH2:16][O:17][Si:18]([C:21]([CH3:24])([CH3:23])[CH3:22])([CH3:20])[CH3:19].[H-].[Na+], predict the reaction product. The product is: [C:21]([Si:18]([CH3:20])([CH3:19])[O:17][CH2:16][CH2:15][CH2:14][N:7]1[C:8]2[C:4](=[CH:3][C:2]([F:1])=[CH:10][CH:9]=2)[C:5]([CH:11]=[O:12])=[CH:6]1)([CH3:24])([CH3:23])[CH3:22]. (6) The product is: [CH3:16][CH:15]([CH3:17])[CH2:14][C:13]1[S:12][C:11]2[C:10]3[CH:9]=[CH:8][CH:7]=[CH:6][C:5]=3[N:4]=[CH:3][C:2]=2[N:1]=1. Given the reactants [NH2:1][C:2]1[CH:3]=[N:4][C:5]2[C:10]([C:11]=1[SH:12])=[CH:9][CH:8]=[CH:7][CH:6]=2.[C:13](O)(=O)[CH2:14][CH:15]([CH3:17])[CH3:16].O, predict the reaction product. (7) Given the reactants C(O[CH:4]=[C:5]([C:11](=[O:18])[NH:12][C:13]([O:15]CC)=O)[C:6]([O:8][CH2:9][CH3:10])=[O:7])C.[CH3:19][N:20]1[C:24]2[CH:25]=[CH:26][C:27]([NH2:29])=[CH:28][C:23]=2[N:22]([CH3:30])[S:21]1(=[O:32])=[O:31].CC(C)([O-])C.[K+].Cl, predict the reaction product. The product is: [CH3:19][N:20]1[C:24]2[CH:25]=[CH:26][C:27]([N:29]3[CH:4]=[C:5]([C:6]([O:8][CH2:9][CH3:10])=[O:7])[C:11](=[O:18])[NH:12][C:13]3=[O:15])=[CH:28][C:23]=2[N:22]([CH3:30])[S:21]1(=[O:31])=[O:32]. (8) Given the reactants [N:1]1[CH:6]=[CH:5][CH:4]=[N:3][CH:2]=1.[Br:7][CH2:8][C:9]1[CH:14]=[CH:13][C:12]([F:15])=[CH:11][CH:10]=1, predict the reaction product. The product is: [Br-:7].[F:15][C:12]1[CH:13]=[CH:14][C:9]([CH2:8][N+:1]2[CH:6]=[CH:5][CH:4]=[N:3][CH:2]=2)=[CH:10][CH:11]=1. (9) The product is: [NH2:8][C:9]1[S:13][C:12]([CH:14]2[CH2:15][CH2:16][CH2:17][CH2:18]2)=[N:11][C:10]=1[C:19]([NH:22][C:23]1[CH:24]=[N:25][CH:26]=[CH:27][C:28]=1[N:29]1[CH2:34][CH2:33][CH2:32][C@H:31]([NH2:35])[CH2:30]1)=[O:21]. Given the reactants C(OC([NH:8][C:9]1[S:13][C:12]([CH:14]2[CH2:18][CH2:17][CH2:16][CH2:15]2)=[N:11][C:10]=1[C:19]([OH:21])=O)=O)(C)(C)C.[NH2:22][C:23]1[CH:24]=[N:25][CH:26]=[CH:27][C:28]=1[N:29]1[CH2:34][CH2:33][CH2:32][C@H:31]([NH:35]C(=O)OC(C)(C)C)[CH2:30]1, predict the reaction product.